From a dataset of Rat liver microsome stability data. Regression/Classification. Given a drug SMILES string, predict its absorption, distribution, metabolism, or excretion properties. Task type varies by dataset: regression for continuous measurements (e.g., permeability, clearance, half-life) or binary classification for categorical outcomes (e.g., BBB penetration, CYP inhibition). Dataset: rlm. (1) The compound is Cc1ccc(S(=O)(=O)Nc2cncc(C(=O)Nc3nc(-c4ccccc4)cs3)c2)cc1. The result is 1 (stable in rat liver microsomes). (2) The drug is C=C[C@@H]1C[C@]1(NC(=O)[C@@H]1C[C@@H](Oc2cc(OCC)nc3c(Br)c(OC)ccc23)CN1C(=O)[C@@H](CC(=O)Nc1ccccc1)C(C)(C)C)C(=O)NS(=O)(=O)C1CC1. The result is 0 (unstable in rat liver microsomes).